The task is: Predict the reactants needed to synthesize the given product.. This data is from Full USPTO retrosynthesis dataset with 1.9M reactions from patents (1976-2016). (1) Given the product [Cl:31][C:32]1[CH:37]=[CH:36][C:35]([NH:38][C:39](=[O:62])[NH:40][C:41]2[CH:42]=[CH:43][C:44]([C:47]3[S:51][C:50]([CH:52]4[CH2:53][CH2:54][CH:55]([C:58]([OH:60])=[O:59])[CH2:56][CH2:57]4)=[N:49][CH:48]=3)=[CH:45][CH:46]=2)=[C:34]([F:63])[CH:33]=1, predict the reactants needed to synthesize it. The reactants are: FC(F)(F)C1C=C(NC(=O)NC2C=CC(C3SC(CCC(O)=O)=NC=3)=CC=2)C=CC=1.[Cl:31][C:32]1[CH:37]=[CH:36][C:35]([NH:38][C:39](=[O:62])[NH:40][C:41]2[CH:46]=[CH:45][C:44]([C:47]3[S:51][C:50]([CH:52]4[CH2:57][CH2:56][CH:55]([C:58]([O:60]C)=[O:59])[CH2:54][CH2:53]4)=[N:49][CH:48]=3)=[CH:43][CH:42]=2)=[C:34]([F:63])[CH:33]=1. (2) Given the product [OH:9][CH:8]1[N:7]([C:10]2[CH:11]=[CH:12][C:13]([O:16][C:17]([F:18])([F:19])[F:20])=[CH:14][CH:15]=2)[C:6](=[O:21])[CH:5]2[CH2:22][C:2](=[CH2:1])[CH2:3][CH:4]12, predict the reactants needed to synthesize it. The reactants are: [CH2:1]=[C:2]1[CH2:22][CH:5]2[C:6](=[O:21])[N:7]([C:10]3[CH:15]=[CH:14][C:13]([O:16][C:17]([F:20])([F:19])[F:18])=[CH:12][CH:11]=3)[C:8](=[O:9])[CH:4]2[CH2:3]1.[BH4-].[Na+].O. (3) Given the product [CH2:1]([N:8]1[C:12]([CH:13]2[CH2:14][CH2:15][N:16]([C:19]3[CH:24]=[CH:23][CH:22]=[CH:21][N:20]=3)[CH2:17][CH2:18]2)=[N:11][N:10]=[C:9]1[CH2:25][N:26]([CH2:27][CH2:28][O:29][CH3:30])[CH3:33])[C:2]1[CH:3]=[CH:4][CH:5]=[CH:6][CH:7]=1, predict the reactants needed to synthesize it. The reactants are: [CH2:1]([N:8]1[C:12]([CH:13]2[CH2:18][CH2:17][N:16]([C:19]3[CH:24]=[CH:23][CH:22]=[CH:21][N:20]=3)[CH2:15][CH2:14]2)=[N:11][N:10]=[C:9]1[CH2:25][NH:26][CH2:27][CH2:28][O:29][CH3:30])[C:2]1[CH:7]=[CH:6][CH:5]=[CH:4][CH:3]=1.C=O.[C:33](O[BH-](OC(=O)C)OC(=O)C)(=O)C.[Na+]. (4) Given the product [O:1]1[C:10]2[C:5](=[CH:6][CH:7]=[CH:8][CH:9]=2)[CH:4]([CH2:11][C:12]([C:15]([F:16])([F:17])[F:18])([OH:19])[CH:13]=[N:20][C:21]2[CH:30]=[C:29]([F:31])[C:28]([F:32])=[C:27]3[C:22]=2[CH:23]=[N:24][C:25]([CH3:33])=[N:26]3)[CH2:3][CH2:2]1, predict the reactants needed to synthesize it. The reactants are: [O:1]1[C:10]2[C:5](=[CH:6][CH:7]=[CH:8][CH:9]=2)[CH:4]([CH2:11][C:12]([OH:19])([C:15]([F:18])([F:17])[F:16])[CH:13]=O)[CH2:3][CH2:2]1.[NH2:20][C:21]1[CH:30]=[C:29]([F:31])[C:28]([F:32])=[C:27]2[C:22]=1[CH:23]=[N:24][C:25]([CH3:33])=[N:26]2.